This data is from Peptide-MHC class I binding affinity with 185,985 pairs from IEDB/IMGT. The task is: Regression. Given a peptide amino acid sequence and an MHC pseudo amino acid sequence, predict their binding affinity value. This is MHC class I binding data. The peptide sequence is GKIKGKYSY. The MHC is HLA-A31:01 with pseudo-sequence HLA-A31:01. The binding affinity (normalized) is 0.0847.